Dataset: Forward reaction prediction with 1.9M reactions from USPTO patents (1976-2016). Task: Predict the product of the given reaction. (1) The product is: [CH2:25]([O:8][C:9]([N:11]1[CH:15]([C:16](=[O:18])[NH:82][C:83]2[S:84][CH:85]=[C:86]([C:88]3[CH:89]=[CH:90][C:91]([C:92](=[O:93])[NH:94][CH:95]4[CH2:96][CH2:97]4)=[CH:98][CH:99]=3)[N:87]=2)[CH2:14][S:13][CH:12]1[C:19]1[N:20]([CH3:24])[CH:21]=[CH:22][N:23]=1)=[O:10])[C:26]1[CH:31]=[CH:30][CH:29]=[CH:28][CH:27]=1. Given the reactants C([O:8][C:9]([N:11]1[C@H:15]([C:16]([OH:18])=O)[CH2:14][S:13][C@@H:12]1[C:19]1[N:20]([CH3:24])[CH:21]=[CH:22][N:23]=1)=[O:10])C1C=CC=CC=1.[CH2:25](OC(N1[C@H](C(O)=O)CS[C@H]1C1N(C)C=CN=1)=O)[C:26]1[CH:31]=[CH:30][CH:29]=[CH:28][CH:27]=1.CCN(C(C)C)C(C)C.CN(C(ON1N=NC2C=CC=NC1=2)=[N+](C)C)C.F[P-](F)(F)(F)(F)F.[NH2:82][C:83]1[S:84][CH:85]=[C:86]([C:88]2[CH:99]=[CH:98][C:91]([C:92]([NH:94][CH:95]3[CH2:97][CH2:96]3)=[O:93])=[CH:90][CH:89]=2)[N:87]=1, predict the reaction product. (2) Given the reactants Cl[CH2:2][CH2:3][O:4][C:5]1[C:13]2[C:8](=[N:9][CH:10]=[N:11][C:12]=2[NH:14][C:15]2[CH:20]=[CH:19][C:18]([O:21][C:22]3[CH:23]=[N:24][C:25]([CH3:28])=[CH:26][CH:27]=3)=[C:17]([Cl:29])[CH:16]=2)[NH:7][N:6]=1.[CH:30]([N:33]1[CH2:38][CH2:37][NH:36][CH2:35][CH2:34]1)([CH3:32])[CH3:31], predict the reaction product. The product is: [Cl:29][C:17]1[CH:16]=[C:15]([NH:14][C:12]2[N:11]=[CH:10][N:9]=[C:8]3[NH:7][N:6]=[C:5]([O:4][CH2:3][CH2:2][N:36]4[CH2:37][CH2:38][N:33]([CH:30]([CH3:32])[CH3:31])[CH2:34][CH2:35]4)[C:13]=23)[CH:20]=[CH:19][C:18]=1[O:21][C:22]1[CH:23]=[N:24][C:25]([CH3:28])=[CH:26][CH:27]=1. (3) Given the reactants [Cl:1][C:2]1[CH:7]=[C:6]([N:8]2[CH2:13][CH2:12][CH:11]([NH:14]C(=O)OC(C)(C)C)[CH2:10][CH2:9]2)[CH:5]=[CH:4][N:3]=1.[ClH:22], predict the reaction product. The product is: [ClH:1].[ClH:22].[Cl:1][C:2]1[CH:7]=[C:6]([N:8]2[CH2:13][CH2:12][CH:11]([NH2:14])[CH2:10][CH2:9]2)[CH:5]=[CH:4][N:3]=1. (4) Given the reactants [N:1]1[C:10]2[C:5](=[CH:6][CH:7]=[CH:8][CH:9]=2)[C:4]([C:11]2[CH:12]=[N:13][N:14]3[CH:19]=[C:18]([C:20]4[CH:21]=[CH:22][C:23]([N:26]5[CH2:31][CH2:30][N:29](C(OC(C)(C)C)=O)[CH2:28][CH2:27]5)=[N:24][CH:25]=4)[CH:17]=[N:16][C:15]=23)=[CH:3][CH:2]=1.[C:39]([OH:45])([C:41]([F:44])([F:43])[F:42])=[O:40], predict the reaction product. The product is: [N:26]1([C:23]2[N:24]=[CH:25][C:20]([C:18]3[CH:17]=[N:16][C:15]4[N:14]([N:13]=[CH:12][C:11]=4[C:4]4[C:5]5[C:10](=[CH:9][CH:8]=[CH:7][CH:6]=5)[N:1]=[CH:2][CH:3]=4)[CH:19]=3)=[CH:21][CH:22]=2)[CH2:27][CH2:28][NH:29][CH2:30][CH2:31]1.[C:39]([OH:45])([C:41]([F:44])([F:43])[F:42])=[O:40]. (5) The product is: [F:3][C:4]1[CH:9]=[CH:8][C:7]([CH:10]([OH:32])[CH:11]([CH2:17][C:18]2[CH:23]=[CH:22][CH:21]=[C:20]([O:24][CH2:25][C:26]([F:31])([F:30])[CH:27]([F:29])[F:28])[CH:19]=2)[C:12]([O:14][CH2:15][CH3:16])=[O:13])=[CH:6][CH:5]=1. Given the reactants [BH4-].[Na+].[F:3][C:4]1[CH:9]=[CH:8][C:7]([C:10](=[O:32])[CH:11]([CH2:17][C:18]2[CH:23]=[CH:22][CH:21]=[C:20]([O:24][CH2:25][C:26]([F:31])([F:30])[CH:27]([F:29])[F:28])[CH:19]=2)[C:12]([O:14][CH2:15][CH3:16])=[O:13])=[CH:6][CH:5]=1.Cl, predict the reaction product. (6) Given the reactants Cl[C:2]1[CH:7]=[C:6]([C:8]2[N:13]=[C:12]([C:14]3[CH:19]=[CH:18][C:17]([Cl:20])=[C:16]([Cl:21])[CH:15]=3)[CH:11]=[C:10]([CH3:22])[N:9]=2)[CH:5]=[CH:4][N:3]=1.[C:23]([NH:27][S:28]([C:31]1[S:32][C:33](B2OC(C)(C)C(C)(C)O2)=[CH:34][CH:35]=1)(=[O:30])=[O:29])([CH3:26])([CH3:25])[CH3:24], predict the reaction product. The product is: [C:23]([NH:27][S:28]([C:31]1[S:32][C:33]([C:2]2[CH:7]=[C:6]([C:8]3[N:13]=[C:12]([C:14]4[CH:19]=[CH:18][C:17]([Cl:20])=[C:16]([Cl:21])[CH:15]=4)[CH:11]=[C:10]([CH3:22])[N:9]=3)[CH:5]=[CH:4][N:3]=2)=[CH:34][CH:35]=1)(=[O:29])=[O:30])([CH3:26])([CH3:24])[CH3:25]. (7) Given the reactants [CH:1]([S:4][C:5]1[CH:6]=[C:7]([C:23]2[CH:28]=[CH:27][C:26]([CH2:29][CH2:30][N:31]([CH2:39][C@@H:40]([C:48]3[CH:53]=[CH:52][CH:51]=[CH:50][CH:49]=3)[O:41]C3CCCCO3)C(=O)OC(C)(C)C)=[CH:25][CH:24]=2)[CH:8]=[CH:9][C:10]=1[C:11]([NH:13][S:14]([C:17]1[CH:18]=[N:19][CH:20]=[CH:21][CH:22]=1)(=[O:16])=[O:15])=[O:12])([CH3:3])[CH3:2].[ClH:54], predict the reaction product. The product is: [ClH:54].[ClH:54].[OH:41][C@H:40]([C:48]1[CH:49]=[CH:50][CH:51]=[CH:52][CH:53]=1)[CH2:39][NH:31][CH2:30][CH2:29][C:26]1[CH:27]=[CH:28][C:23]([C:7]2[CH:8]=[CH:9][C:10]([C:11]([NH:13][S:14]([C:17]3[CH:18]=[N:19][CH:20]=[CH:21][CH:22]=3)(=[O:16])=[O:15])=[O:12])=[C:5]([S:4][CH:1]([CH3:2])[CH3:3])[CH:6]=2)=[CH:24][CH:25]=1. (8) Given the reactants [C:1]1([C:29]2[CH:34]=[CH:33][CH:32]=[CH:31][CH:30]=2)[CH:6]=[CH:5][C:4]([NH:7][C:8](=[O:28])[C:9]2[CH:14]=[CH:13][C:12]([O:15][CH3:16])=[C:11]([NH:17][C:18](=[O:27])[CH2:19][N:20]3[CH2:25][C@@H:24]4[CH2:26][C@H:21]3[CH2:22][O:23]4)[CH:10]=2)=[CH:3][CH:2]=1.[C:35]1(C2C=CC=CC=2)C=CC(NC(=O)C2C=CC(OC)=C(NC(=O)CCl)C=2)=CC=1.Cl.C12OC(CC1)CNC2, predict the reaction product. The product is: [C:1]1([C:29]2[CH:30]=[CH:31][CH:32]=[CH:33][CH:34]=2)[CH:2]=[CH:3][C:4]([NH:7][C:8](=[O:28])[C:9]2[CH:14]=[CH:13][C:12]([O:15][CH3:16])=[C:11]([NH:17][C:18](=[O:27])[CH2:19][N:20]3[CH2:25][CH:24]4[O:23][CH:22]([CH2:35][CH2:26]4)[CH2:21]3)[CH:10]=2)=[CH:5][CH:6]=1.